Dataset: NCI-60 drug combinations with 297,098 pairs across 59 cell lines. Task: Regression. Given two drug SMILES strings and cell line genomic features, predict the synergy score measuring deviation from expected non-interaction effect. (1) Drug 1: C(CC(=O)O)C(=O)CN.Cl. Drug 2: COC1=C2C(=CC3=C1OC=C3)C=CC(=O)O2. Cell line: SR. Synergy scores: CSS=10.6, Synergy_ZIP=-1.10, Synergy_Bliss=6.13, Synergy_Loewe=1.83, Synergy_HSA=1.98. (2) Drug 1: CN(C)C1=NC(=NC(=N1)N(C)C)N(C)C. Drug 2: CC1=C(C(CCC1)(C)C)C=CC(=CC=CC(=CC(=O)O)C)C. Cell line: CAKI-1. Synergy scores: CSS=12.9, Synergy_ZIP=-2.68, Synergy_Bliss=-1.42, Synergy_Loewe=-3.28, Synergy_HSA=0.957. (3) Drug 1: CC1=C(C=C(C=C1)NC2=NC=CC(=N2)N(C)C3=CC4=NN(C(=C4C=C3)C)C)S(=O)(=O)N.Cl. Drug 2: CN1C(=O)N2C=NC(=C2N=N1)C(=O)N. Cell line: OVCAR3. Synergy scores: CSS=-4.26, Synergy_ZIP=0.970, Synergy_Bliss=-3.32, Synergy_Loewe=-4.24, Synergy_HSA=-5.51. (4) Drug 1: C1=CC=C(C=C1)NC(=O)CCCCCCC(=O)NO. Drug 2: CN(C(=O)NC(C=O)C(C(C(CO)O)O)O)N=O. Cell line: CAKI-1. Synergy scores: CSS=19.4, Synergy_ZIP=-7.45, Synergy_Bliss=-10.0, Synergy_Loewe=-12.1, Synergy_HSA=-9.08. (5) Drug 1: CC1=C(N=C(N=C1N)C(CC(=O)N)NCC(C(=O)N)N)C(=O)NC(C(C2=CN=CN2)OC3C(C(C(C(O3)CO)O)O)OC4C(C(C(C(O4)CO)O)OC(=O)N)O)C(=O)NC(C)C(C(C)C(=O)NC(C(C)O)C(=O)NCCC5=NC(=CS5)C6=NC(=CS6)C(=O)NCCC[S+](C)C)O. Drug 2: C1=NNC2=C1C(=O)NC=N2. Cell line: KM12. Synergy scores: CSS=24.6, Synergy_ZIP=-7.10, Synergy_Bliss=-5.12, Synergy_Loewe=-26.3, Synergy_HSA=-2.58. (6) Drug 1: CN1C(=O)N2C=NC(=C2N=N1)C(=O)N. Drug 2: CCCCCOC(=O)NC1=NC(=O)N(C=C1F)C2C(C(C(O2)C)O)O. Cell line: OVCAR3. Synergy scores: CSS=-3.12, Synergy_ZIP=3.22, Synergy_Bliss=4.40, Synergy_Loewe=-3.58, Synergy_HSA=-3.61. (7) Drug 1: CC1=CC2C(CCC3(C2CCC3(C(=O)C)OC(=O)C)C)C4(C1=CC(=O)CC4)C. Drug 2: CC1C(C(CC(O1)OC2CC(CC3=C2C(=C4C(=C3O)C(=O)C5=C(C4=O)C(=CC=C5)OC)O)(C(=O)CO)O)N)O.Cl. Cell line: U251. Synergy scores: CSS=46.2, Synergy_ZIP=3.65, Synergy_Bliss=2.68, Synergy_Loewe=-12.5, Synergy_HSA=4.12.